This data is from Forward reaction prediction with 1.9M reactions from USPTO patents (1976-2016). The task is: Predict the product of the given reaction. (1) Given the reactants [OH-].[Na+].[CH3:3][O:4][C@@H:5]1[C@H:12]([O:13]C(=O)/C=C/C=C/C=C/C=C/C(O)=O)[CH2:11][CH2:10][C@@:7]2([O:9][CH2:8]2)[C@H:6]1[C@:27]1([CH3:35])[C@@H:29]([CH2:30][CH:31]=[C:32]([CH3:34])[CH3:33])[O:28]1.C1(NC2CCCCC2)CCCCC1, predict the reaction product. The product is: [CH3:3][O:4][C@@H:5]1[C@H:12]([OH:13])[CH2:11][CH2:10][C@@:7]2([O:9][CH2:8]2)[C@H:6]1[C@:27]1([CH3:35])[C@@H:29]([CH2:30][CH:31]=[C:32]([CH3:34])[CH3:33])[O:28]1. (2) Given the reactants Br[C:2]1[CH:3]=[C:4](/[C:10](/[CH3:17])=[CH:11]/[C:12]([O:14][CH2:15][CH3:16])=[O:13])[CH:5]=[CH:6][C:7]=1[O:8][CH3:9].[CH3:18][C:19]1([CH3:35])[C:23]([CH3:25])([CH3:24])[O:22][B:21]([B:21]2[O:22][C:23]([CH3:25])([CH3:24])[C:19]([CH3:35])([CH3:18])[O:20]2)[O:20]1.C([O-])(=O)C.[K+].C1(P(C2CCCCC2)C2CCCCC2)CCCCC1, predict the reaction product. The product is: [CH2:15]([O:14][C:12](=[O:13])[CH:11]=[C:10]([C:4]1[CH:5]=[CH:6][C:7]([O:8][CH3:9])=[C:2]([B:21]2[O:22][C:23]([CH3:25])([CH3:24])[C:19]([CH3:35])([CH3:18])[O:20]2)[CH:3]=1)[CH3:17])[CH3:16]. (3) Given the reactants [F:1][C:2]1[CH:3]=[C:4]([CH:14]=[CH:15][CH:16]=1)[CH2:5][O:6][C:7]1[CH:12]=[CH:11][C:10](I)=[CH:9][CH:8]=1.C(=O)([O-])[O-].[K+].[K+].[C:23]([O:28][CH3:29])(=[O:27])[C:24]([CH3:26])=[CH2:25].ClCCl, predict the reaction product. The product is: [CH3:29][O:28][C:23](=[O:27])[C:24]([CH3:26])=[CH:25][C:10]1[CH:11]=[CH:12][C:7]([O:6][CH2:5][C:4]2[CH:14]=[CH:15][CH:16]=[C:2]([F:1])[CH:3]=2)=[CH:8][CH:9]=1. (4) Given the reactants [OH:1][C:2]1[CH:3]=[CH:4][C:5]2[CH2:6][C@H:7]3[NH:18][CH2:17][CH2:16][C@@:13]4([C:14]=2[CH:15]=1)[C@H:8]3[CH2:9][CH2:10][CH2:11][CH2:12]4.[OH-].[Na+].[CH:21]1[CH:26]=[CH:25][C:24]([CH2:27][O:28][C:29](Cl)=[O:30])=[CH:23][CH:22]=1, predict the reaction product. The product is: [OH:1][C:2]1[CH:3]=[CH:4][C:5]2[CH2:6][C@H:7]3[N:18]([C:29]([O:28][CH2:27][C:24]4[CH:25]=[CH:26][CH:21]=[CH:22][CH:23]=4)=[O:30])[CH2:17][CH2:16][C@@:13]4([C:14]=2[CH:15]=1)[C@H:8]3[CH2:9][CH2:10][CH2:11][CH2:12]4. (5) Given the reactants [C:1]([O:5][C:6]([N:8]1[CH2:13][CH2:12][CH:11]([CH2:14][CH2:15][C:16]([OH:18])=O)[CH2:10][CH2:9]1)=[O:7])([CH3:4])([CH3:3])[CH3:2].[CH3:19][O:20][NH:21][CH3:22], predict the reaction product. The product is: [CH3:19][O:20][N:21]([CH3:22])[C:16](=[O:18])[CH2:15][CH2:14][CH:11]1[CH2:10][CH2:9][N:8]([C:6]([O:5][C:1]([CH3:2])([CH3:3])[CH3:4])=[O:7])[CH2:13][CH2:12]1. (6) Given the reactants [CH:1]([C:3]1[CH:8]=[CH:7][C:6]([N:9]2[CH:13]=[N:12][CH:11]=[N:10]2)=[CH:5][CH:4]=1)=[CH2:2].[Li]CCCC.[CH2:19]1[CH2:23][O:22][CH2:21][CH2:20]1, predict the reaction product. The product is: [CH:19]1([C:23]([C:13]2[N:9]([C:6]3[CH:5]=[CH:4][C:3]([CH:1]=[CH2:2])=[CH:8][CH:7]=3)[N:10]=[CH:11][N:12]=2)=[O:22])[CH2:20][CH2:21]1.